From a dataset of Full USPTO retrosynthesis dataset with 1.9M reactions from patents (1976-2016). Predict the reactants needed to synthesize the given product. (1) The reactants are: C(O)(=O)C.[C:5]1(C)[CH:10]=CC(S(O)(=O)=O)=C[CH:6]=1.[NH2:16][C:17]1[C:33]([CH3:34])=[CH:32][C:20]([NH:21][C:22]([O:24][CH2:25][C:26]2[CH:31]=[CH:30][CH:29]=[CH:28][CH:27]=2)=[O:23])=[C:19]([CH3:35])[CH:18]=1.CC(C)=O.C(O[BH-](OC(=O)C)OC(=O)C)(=O)C.[Na+].C(=O)([O-])O.[Na+]. Given the product [CH3:35][C:19]1[CH:18]=[C:17]([NH:16][CH:5]([CH3:10])[CH3:6])[C:33]([CH3:34])=[CH:32][C:20]=1[NH:21][C:22]([O:24][CH2:25][C:26]1[CH:31]=[CH:30][CH:29]=[CH:28][CH:27]=1)=[O:23], predict the reactants needed to synthesize it. (2) Given the product [CH2:5]1[NH:4][C@@H:3]([CH2:2][OH:1])[CH2:8][N:7]2[CH2:10][CH2:11][NH:12][CH2:13][CH:6]12, predict the reactants needed to synthesize it. The reactants are: [OH:1][CH2:2][CH:3]1[C:8](=O)[N:7]2[CH2:10][CH2:11][NH:12][CH2:13][CH:6]2[C:5](=O)[NH:4]1.B.C1COCC1.Cl.